This data is from Forward reaction prediction with 1.9M reactions from USPTO patents (1976-2016). The task is: Predict the product of the given reaction. (1) Given the reactants CC(OI1(OC(C)=O)(OC(C)=O)OC(=O)C2C=CC=CC1=2)=O.[Cl:23][C:24]1[CH:25]=[C:26]([C:34]2[O:38][N:37]=[C:36]([C:39]3[CH:40]=[CH:41][C:42]4[O:48][CH2:47][CH:46]([CH2:49][OH:50])[N:45]([C:51]([O:53][C:54]([CH3:57])([CH3:56])[CH3:55])=[O:52])[CH2:44][C:43]=4[CH:58]=3)[N:35]=2)[CH:27]=[CH:28][C:29]=1[O:30][CH:31]([CH3:33])[CH3:32], predict the reaction product. The product is: [Cl:23][C:24]1[CH:25]=[C:26]([C:34]2[O:38][N:37]=[C:36]([C:39]3[CH:40]=[CH:41][C:42]4[O:48][CH2:47][CH:46]([CH:49]=[O:50])[N:45]([C:51]([O:53][C:54]([CH3:55])([CH3:57])[CH3:56])=[O:52])[CH2:44][C:43]=4[CH:58]=3)[N:35]=2)[CH:27]=[CH:28][C:29]=1[O:30][CH:31]([CH3:32])[CH3:33]. (2) Given the reactants [CH3:1][N:2]([CH3:39])[C@@H:3]1[CH2:7][CH2:6][N:5]([C:8]2[N:13]3[CH:14]=[C:15]([CH2:17][N:18]([C@H:29]([C:31]4C=CC(OC)=[CH:33][CH:32]=4)C)[C@@H:19]4[C:28]5[N:27]=[CH:26][CH:25]=[CH:24][C:23]=5[CH2:22][CH2:21][CH2:20]4)[N:16]=[C:12]3[CH:11]=[CH:10][CH:9]=2)[CH2:4]1.C1(C=O)CC1, predict the reaction product. The product is: [CH:31]1([CH2:29][N:18]([CH2:17][C:15]2[N:16]=[C:12]3[CH:11]=[CH:10][CH:9]=[C:8]([N:5]4[CH2:6][CH2:7][C@@H:3]([N:2]([CH3:39])[CH3:1])[CH2:4]4)[N:13]3[CH:14]=2)[C@@H:19]2[C:28]3[N:27]=[CH:26][CH:25]=[CH:24][C:23]=3[CH2:22][CH2:21][CH2:20]2)[CH2:32][CH2:33]1. (3) Given the reactants [CH:1]1([CH2:4][O:5][C:6]2[N:11]=[C:10]([C:12]([OH:14])=O)[CH:9]=[CH:8][C:7]=2[N:15]2[CH2:18][C:17]([F:20])([F:19])[CH2:16]2)[CH2:3][CH2:2]1.[NH2:21][C:22]1([CH2:26][C:27]([O:29][CH3:30])=[O:28])[CH2:25][CH2:24][CH2:23]1.CN(C(ON1N=NC2C=CC=CC1=2)=[N+](C)C)C.[B-](F)(F)(F)F.CCN(C(C)C)C(C)C, predict the reaction product. The product is: [CH:1]1([CH2:4][O:5][C:6]2[N:11]=[C:10]([C:12]([NH:21][C:22]3([CH2:26][C:27]([O:29][CH3:30])=[O:28])[CH2:25][CH2:24][CH2:23]3)=[O:14])[CH:9]=[CH:8][C:7]=2[N:15]2[CH2:18][C:17]([F:20])([F:19])[CH2:16]2)[CH2:2][CH2:3]1. (4) Given the reactants C(=O)([O-])O.[Na+].[CH3:6][CH:7]1[C:10](=[CH2:11])[CH2:9][N:8]1[C:12]([O:14][C:15]([CH3:18])([CH3:17])[CH3:16])=[O:13].[OH:19][N:20]=[C:21](Br)[Br:22].O, predict the reaction product. The product is: [Br:22][C:21]1[CH2:11][C:10]2([CH:7]([CH3:6])[N:8]([C:12]([O:14][C:15]([CH3:17])([CH3:16])[CH3:18])=[O:13])[CH2:9]2)[O:19][N:20]=1. (5) Given the reactants [F:1][C:2]1([F:44])[CH2:7][CH2:6][C@@H:5]([NH:8][C:9](=[O:22])[C:10]2[CH:15]=[CH:14][C:13]([N:16]3[CH:20]=[CH:19][C:18]([CH3:21])=[N:17]3)=[CH:12][CH:11]=2)[C@@H:4]([C:23]([N:25]2[C:37]3[C:36]4[CH:35]=[C:34]([F:38])[CH:33]=[CH:32][C:31]=4[N:30]=[C:29]([C:39]4[NH:40][CH:41]=[CH:42][N:43]=4)[C:28]=3[CH2:27][CH2:26]2)=[O:24])[CH2:3]1.[ClH:45], predict the reaction product. The product is: [ClH:45].[F:44][C:2]1([F:1])[CH2:7][CH2:6][C@@H:5]([NH:8][C:9](=[O:22])[C:10]2[CH:15]=[CH:14][C:13]([N:16]3[CH:20]=[CH:19][C:18]([CH3:21])=[N:17]3)=[CH:12][CH:11]=2)[C@@H:4]([C:23]([N:25]2[C:37]3[C:36]4[CH:35]=[C:34]([F:38])[CH:33]=[CH:32][C:31]=4[N:30]=[C:29]([C:39]4[NH:40][CH:41]=[CH:42][N:43]=4)[C:28]=3[CH2:27][CH2:26]2)=[O:24])[CH2:3]1. (6) Given the reactants [C:1]([O:5][C:6]([NH:8][CH:9]([C:19]([OH:21])=[O:20])[CH2:10][O:11][CH2:12][CH2:13][O:14][CH2:15][CH2:16][O:17][CH3:18])=[O:7])([CH3:4])([CH3:3])[CH3:2], predict the reaction product. The product is: [C:1]([O:5][C:6]([NH:8][C@H:9]([C:19]([OH:21])=[O:20])[CH2:10][O:11][CH2:12][CH2:13][O:14][CH2:15][CH2:16][O:17][CH3:18])=[O:7])([CH3:4])([CH3:2])[CH3:3]. (7) The product is: [N:1]1[CH:6]=[CH:5][CH:4]=[CH:3][C:2]=1[C:7]1[N:11]=[C:10]([C:12]2[CH:13]=[C:14]([CH:21]=[CH2:22])[CH:15]=[C:16]([C:18]#[N:19])[CH:17]=2)[O:9][N:8]=1. Given the reactants [N:1]1[CH:6]=[CH:5][CH:4]=[CH:3][C:2]=1[C:7]1[N:11]=[C:10]([C:12]2[CH:17]=[C:16]([C:18]#[N:19])[CH:15]=[C:14](Br)[CH:13]=2)[O:9][N:8]=1.[CH:21]([Sn](CCCC)(CCCC)CCCC)=[CH2:22], predict the reaction product.